Dataset: Reaction yield outcomes from USPTO patents with 853,638 reactions. Task: Predict the reaction yield, written as a fraction of the theoretical maximum amount of product (1.0 means a 100% yield; for example, 0.34 means a 34% yield). (1) The reactants are [F:1][C:2]([F:16])([F:15])[C:3]1[CH:14]=[CH:13][C:6]([CH2:7][CH:8]([C:11]#[N:12])[C:9]#[N:10])=[CH:5][CH:4]=1.[H-].[Na+].Br[CH2:20][CH2:21][C:22]([F:25])([F:24])[F:23]. The catalyst is CN(C)C=O. The product is [F:23][C:22]([F:25])([F:24])[CH2:21][CH2:20][C:8]([CH2:7][C:6]1[CH:5]=[CH:4][C:3]([C:2]([F:15])([F:16])[F:1])=[CH:14][CH:13]=1)([C:11]#[N:12])[C:9]#[N:10]. The yield is 0.400. (2) The reactants are [C:1]([NH:9][C:10]1[C:11]2[N:12]=[CH:13][N:14]([C:30]=2[N:31]=[CH:32][N:33]=1)[C@@H:15]1[O:29][C@H:19]([CH2:20][O:21][Si:22]([C:25]([CH3:28])([CH3:27])[CH3:26])([CH3:24])[CH3:23])[C@@H:17]([OH:18])[CH2:16]1)(=[O:8])[C:2]1[CH:7]=[CH:6][CH:5]=[CH:4][CH:3]=1.[CH3:34][S:35]([CH3:37])=O.C(OC(=O)C)(=O)C.C([O-])(O)=O.[Na+]. The catalyst is C(O)(=O)C. The product is [C:1]([NH:9][C:10]1[C:11]2[N:12]=[CH:13][N:14]([C:30]=2[N:31]=[CH:32][N:33]=1)[C@@H:15]1[O:29][C@H:19]([CH2:20][O:21][Si:22]([C:25]([CH3:26])([CH3:27])[CH3:28])([CH3:24])[CH3:23])[C@@H:17]([O:18][CH2:34][S:35][CH3:37])[CH2:16]1)(=[O:8])[C:2]1[CH:3]=[CH:4][CH:5]=[CH:6][CH:7]=1. The yield is 0.710. (3) The reactants are [OH:1][C:2]1[CH:11]=[CH:10][C:5]2[C:6](=[O:9])[CH2:7][O:8][C:4]=2[CH:3]=1.[O:12]=[C:13]1[CH2:18][NH:17][CH2:16][CH2:15][NH:14]1.[CH2:19]=O. The catalyst is C(O)C. The product is [OH:1][C:2]1[CH:11]=[CH:10][C:5]2[C:6](=[O:9])[CH2:7][O:8][C:4]=2[C:3]=1[CH2:19][N:17]1[CH2:16][CH2:15][NH:14][C:13](=[O:12])[CH2:18]1. The yield is 0.480.